Dataset: Full USPTO retrosynthesis dataset with 1.9M reactions from patents (1976-2016). Task: Predict the reactants needed to synthesize the given product. (1) Given the product [F:8][C:3]1[CH:4]=[CH:5][CH:6]=[CH:7][C:2]=1[C:25]([C:24]1[CH:28]=[CH:29][CH:30]=[C:22]([N+:19]([O-:21])=[O:20])[CH:23]=1)=[O:26], predict the reactants needed to synthesize it. The reactants are: Br[C:2]1[CH:7]=[CH:6][CH:5]=[CH:4][C:3]=1[F:8].[Li]C(C)(C)C.CCCCC.[N+:19]([C:22]1[CH:23]=[C:24]([CH:28]=[CH:29][CH:30]=1)[C:25](Cl)=[O:26])([O-:21])=[O:20].C(Cl)(Cl)Cl. (2) Given the product [CH3:1][O:2][C:3]([C:5]1[N:6]=[C:7]([C:28]2[CH:29]=[N:30][CH:31]=[C:26]([F:25])[CH:27]=2)[C:8]2[C:9](=[O:23])[N:10]([CH2:16][C:17]3[CH:22]=[CH:21][CH:20]=[CH:19][CH:18]=3)[CH:11]=[CH:12][C:13]=2[C:14]=1[OH:15])=[O:4], predict the reactants needed to synthesize it. The reactants are: [CH3:1][O:2][C:3]([C:5]1[N:6]=[C:7](I)[C:8]2[C:9](=[O:23])[N:10]([CH2:16][C:17]3[CH:22]=[CH:21][CH:20]=[CH:19][CH:18]=3)[CH:11]=[CH:12][C:13]=2[C:14]=1[OH:15])=[O:4].[F:25][C:26]1[CH:27]=[C:28](B(O)O)[CH:29]=[N:30][CH:31]=1.C([O-])([O-])=O.[Cs+].[Cs+].Cl. (3) Given the product [CH3:1][O:2][C:3]1[CH:4]=[C:5]2[C:10](=[CH:11][CH:12]=1)[O:9][CH2:8][CH:7]([CH2:13][NH:14][C:22](=[O:26])[CH2:23][CH2:24][CH3:25])[CH2:6]2, predict the reactants needed to synthesize it. The reactants are: [CH3:1][O:2][C:3]1[CH:4]=[C:5]2[C:10](=[CH:11][CH:12]=1)[O:9][CH2:8][CH:7]([CH2:13][NH2:14])[CH2:6]2.C(N(CC)CC)C.[C:22](Cl)(=[O:26])[CH2:23][CH2:24][CH3:25].Cl. (4) The reactants are: Br[C:2]1[CH:3]=[N:4][CH:5]=[C:6]([N:10]2[CH2:21][CH2:20][C:19]3[C:18]4[CH2:17][C:16]([CH3:23])([CH3:22])[CH2:15][C:14]=4[S:13][C:12]=3[C:11]2=[O:24])[C:7]=1[CH:8]=[O:9].[CH3:25][N:26]1[CH:31]=[C:30](B2OC(C)(C)C(C)(C)O2)[CH:29]=[C:28]([NH:41][C:42]2[CH:47]=[CH:46][C:45]([N:48]3[CH2:53][CH2:52][N:51]([CH:54]4[CH2:57][O:56][CH2:55]4)[CH2:50][CH2:49]3)=[CH:44][N:43]=2)[C:27]1=[O:58].[O-]P([O-])([O-])=O.[K+].[K+].[K+].CC([O-])=O.[Na+]. Given the product [CH3:25][N:26]1[C:27](=[O:58])[C:28]([NH:41][C:42]2[CH:47]=[CH:46][C:45]([N:48]3[CH2:53][CH2:52][N:51]([CH:54]4[CH2:55][O:56][CH2:57]4)[CH2:50][CH2:49]3)=[CH:44][N:43]=2)=[CH:29][C:30]([C:2]2[CH:3]=[N:4][CH:5]=[C:6]([N:10]3[CH2:21][CH2:20][C:19]4[C:18]5[CH2:17][C:16]([CH3:23])([CH3:22])[CH2:15][C:14]=5[S:13][C:12]=4[C:11]3=[O:24])[C:7]=2[CH:8]=[O:9])=[CH:31]1, predict the reactants needed to synthesize it. (5) Given the product [Cl:1][C:2]1[CH:30]=[CH:29][C:5]2[NH:6][C:7]([C@@H:9]([NH:13][C:14](=[O:15])[C:16]3[CH:24]=[CH:23][C:19]([C:20]([N:39]4[CH2:40][CH2:45][CH2:44][CH2:43]4)=[O:22])=[C:18]([C:25]([F:26])([F:28])[F:27])[CH:17]=3)[CH2:10][O:11][CH3:12])=[N:8][C:4]=2[CH:3]=1, predict the reactants needed to synthesize it. The reactants are: [Cl:1][C:2]1[CH:30]=[CH:29][C:5]2[NH:6][C:7]([C@@H:9]([NH:13][C:14]([C:16]3[CH:24]=[CH:23][C:19]([C:20]([OH:22])=O)=[C:18]([C:25]([F:28])([F:27])[F:26])[CH:17]=3)=[O:15])[CH2:10][O:11][CH3:12])=[N:8][C:4]=2[CH:3]=1.CN(C(O[N:39]1N=NC2C=[CH:43][CH:44]=[CH:45][C:40]1=2)=[N+](C)C)C.[B-](F)(F)(F)F.C(N(C(C)C)CC)(C)C.N1CCCC1.ClCl. (6) The reactants are: [Cl:1][C:2]1[CH:9]=[C:8]([N:10]([CH2:16][C:17]2[CH:22]=[C:21]([Cl:23])[CH:20]=[CH:19][C:18]=2[Cl:24])[C@H:11]2[CH2:15][CH2:14][NH:13][CH2:12]2)[CH:7]=[CH:6][C:3]=1[C:4]#[N:5].[F:25][C:26]([F:34])([F:33])[CH2:27][CH2:28][S:29](Cl)(=[O:31])=[O:30]. Given the product [Cl:1][C:2]1[CH:9]=[C:8]([N:10]([CH2:16][C:17]2[CH:22]=[C:21]([Cl:23])[CH:20]=[CH:19][C:18]=2[Cl:24])[C@H:11]2[CH2:15][CH2:14][N:13]([S:29]([CH2:28][CH2:27][C:26]([F:34])([F:33])[F:25])(=[O:31])=[O:30])[CH2:12]2)[CH:7]=[CH:6][C:3]=1[C:4]#[N:5], predict the reactants needed to synthesize it. (7) Given the product [Br:14][C:15]1[C:7]([CH2:6][OH:11])=[N:17][CH:18]=[CH:19][CH:20]=1, predict the reactants needed to synthesize it. The reactants are: FC(F)(F)C(O[C:6](=[O:11])[C:7](F)(F)F)=O.[Br:14][C:15]1C(C)=[N+:17]([O-])[CH:18]=[CH:19][CH:20]=1. (8) Given the product [C:1]1([C:7]2[N:12]=[C:11]([CH2:13][OH:14])[CH:10]=[CH:9][N:8]=2)[CH:2]=[CH:3][CH:4]=[CH:5][CH:6]=1, predict the reactants needed to synthesize it. The reactants are: [C:1]1([C:7]2[N:12]=[C:11]([CH2:13][O:14]CC3C=CC=CC=3)[CH:10]=[CH:9][N:8]=2)[CH:6]=[CH:5][CH:4]=[CH:3][CH:2]=1.B(Br)(Br)Br. (9) Given the product [CH3:7][N:6]([CH3:8])[C:5]1[CH:9]=[CH:10][C:2]([C:60]#[C:59][C:61]2[CH:62]=[CH:63][C:64]([CH2:67][C:68]([NH:70][NH:71][C:72]([O:74][C:75]([CH3:78])([CH3:77])[CH3:76])=[O:73])=[O:69])=[CH:65][CH:66]=2)=[CH:3][CH:4]=1, predict the reactants needed to synthesize it. The reactants are: Br[C:2]1[CH:10]=[CH:9][C:5]([N:6]([CH3:8])[CH3:7])=[CH:4][CH:3]=1.C(=O)([O-])[O-].[Cs+].[Cs+].C1(P(C2C=CC=CC=2)C2C3OC4C(=CC=CC=4P(C4C=CC=CC=4)C4C=CC=CC=4)C(C)(C)C=3C=CC=2)C=CC=CC=1.[C:59]([C:61]1[CH:66]=[CH:65][C:64]([CH2:67][C:68]([NH:70][NH:71][C:72]([O:74][C:75]([CH3:78])([CH3:77])[CH3:76])=[O:73])=[O:69])=[CH:63][CH:62]=1)#[CH:60].